This data is from Reaction yield outcomes from USPTO patents with 853,638 reactions. The task is: Predict the reaction yield, written as a fraction of the theoretical maximum amount of product (1.0 means a 100% yield; for example, 0.34 means a 34% yield). (1) The reactants are [CH2:1]([O:3][P:4]([CH2:9][O:10][C@:11]1([CH3:40])[C@@H:15]([O:16][Si](C(C)(C)C)(C)C)[C@@H:14]([O:24][Si](C(C)(C)C)(C)C)[C@H:13]([N:32]2[CH:37]=[CH:36][C:35]([NH2:38])=[N:34][C:33]2=[O:39])[O:12]1)(=[O:8])[O:5][CH2:6][CH3:7])[CH3:2].[F-].C([N+](CCCC)(CCCC)CCCC)CCC. The catalyst is C1COCC1. The product is [CH2:6]([O:5][P:4]([CH2:9][O:10][C@:11]1([CH3:40])[C@@H:15]([OH:16])[C@@H:14]([OH:24])[C@H:13]([N:32]2[CH:37]=[CH:36][C:35]([NH2:38])=[N:34][C:33]2=[O:39])[O:12]1)(=[O:8])[O:3][CH2:1][CH3:2])[CH3:7]. The yield is 0.630. (2) The reactants are [NH:1]([C:3]1[CH:8]=[C:7]([C:9]#[N:10])[CH:6]=[CH:5][N:4]=1)[NH2:2].[Cl:11][C:12]1[CH:13]=[C:14]([C:18](=O)[CH2:19][C:20](OCC)=[O:21])[CH:15]=[CH:16][CH:17]=1. No catalyst specified. The product is [Cl:11][C:12]1[CH:13]=[C:14]([C:18]2[CH:19]=[C:20]([OH:21])[N:1]([C:3]3[CH:8]=[C:7]([C:9]#[N:10])[CH:6]=[CH:5][N:4]=3)[N:2]=2)[CH:15]=[CH:16][CH:17]=1. The yield is 0.530. (3) The reactants are [CH3:1][O:2][C:3]1[C:8](/[CH:9]=[CH:10]/[C:11]2[CH:12]=[C:13]([CH:19]=[CH:20][C:21]=2[CH3:22])[C:14]([O:16]CC)=[O:15])=[CH:7][N:6]=[C:5]2[N:23](COCC[Si](C)(C)C)[CH:24]=[CH:25][C:4]=12.C(O)(C(F)(F)F)=O.O[Li].O.Cl. The catalyst is C(Cl)Cl.C1COCC1.O.CO. The product is [CH3:1][O:2][C:3]1[C:8](/[CH:9]=[CH:10]/[C:11]2[CH:12]=[C:13]([CH:19]=[CH:20][C:21]=2[CH3:22])[C:14]([OH:16])=[O:15])=[CH:7][N:6]=[C:5]2[NH:23][CH:24]=[CH:25][C:4]=12. The yield is 0.650.